Dataset: Forward reaction prediction with 1.9M reactions from USPTO patents (1976-2016). Task: Predict the product of the given reaction. (1) Given the reactants [NH:1]1[C:5]2=[N:6][CH:7]=[CH:8][CH:9]=[C:4]2[CH:3]=[CH:2]1.[Cl:10][C:11]1[N:16]=[C:15]([O:17][CH3:18])[C:14]([CH:19]=[O:20])=[CH:13][CH:12]=1.CO.[OH-].[K+], predict the reaction product. The product is: [Cl:10][C:11]1[N:16]=[C:15]([O:17][CH3:18])[C:14]([CH:19]([C:3]2[C:4]3[C:5](=[N:6][CH:7]=[CH:8][CH:9]=3)[NH:1][CH:2]=2)[OH:20])=[CH:13][CH:12]=1. (2) Given the reactants C([N:8]1[CH:13]=[CH:12][C:11](=O)[C:10]2[C:15]([C:19]3[CH:24]=[CH:23][CH:22]=[CH:21][CH:20]=3)=[C:16]([I:18])[O:17][C:9]1=2)C1C=CC=CC=1.C(Cl)(Cl)[Cl:26].C(Cl)(=O)C(Cl)=O, predict the reaction product. The product is: [Cl:26][C:11]1[CH:12]=[CH:13][N:8]=[C:9]2[O:17][C:16]([I:18])=[C:15]([C:19]3[CH:24]=[CH:23][CH:22]=[CH:21][CH:20]=3)[C:10]=12. (3) Given the reactants C([O:3][C:4](=[O:32])[CH2:5][S:6][C:7]1[S:11][C:10]([NH:12][C:13]([N:15]([C:24]2[CH:29]=[CH:28][C:27]([F:30])=[C:26]([F:31])[CH:25]=2)[CH2:16][CH:17]2[CH2:22][CH2:21][CH:20]([CH3:23])[CH2:19][CH2:18]2)=[O:14])=[N:9][CH:8]=1)C.C1(CN(C2C=CC(S(C)(=O)=O)=CC=2)C(=O)NC2SC=C(CC(O)=O)N=2)CCCC1.CC1CCC(CNC2C=CC(F)=C(F)C=2)CC1.C(OC(=O)CSC1SC(N)=NC=1)C, predict the reaction product. The product is: [F:31][C:26]1[CH:25]=[C:24]([N:15]([CH2:16][CH:17]2[CH2:18][CH2:19][CH:20]([CH3:23])[CH2:21][CH2:22]2)[C:13](=[O:14])[NH:12][C:10]2[S:11][C:7]([S:6][CH2:5][C:4]([OH:32])=[O:3])=[CH:8][N:9]=2)[CH:29]=[CH:28][C:27]=1[F:30]. (4) Given the reactants [NH2:1][C:2]1[N:7]=[C:6]([NH:8][C:9]2[CH:14]=[CH:13][C:12]([OH:15])=[C:11]([Cl:16])[CH:10]=2)[CH:5]=[C:4]([C:17]2[CH:22]=[CH:21][CH:20]=[CH:19][CH:18]=2)[N:3]=1.[C:23](Cl)(=[O:29])[CH2:24][CH2:25][C:26](Cl)=[O:27], predict the reaction product. The product is: [Cl:16][C:11]1[CH:10]=[C:9]([NH:8][C:6]2[CH:5]=[C:4]([C:17]3[CH:22]=[CH:21][CH:20]=[CH:19][CH:18]=3)[N:3]=[C:2]([N:1]3[C:26](=[O:27])[CH2:25][CH2:24][C:23]3=[O:29])[N:7]=2)[CH:14]=[CH:13][C:12]=1[OH:15]. (5) Given the reactants ClC1N=CC(CN[C:10](=[O:32])[CH2:11][C@@H:12]2[CH2:23][CH:22]=[CH:21][CH2:20][CH2:19][C:18](=[O:24])[O:17][C@H:16]([C:25]3[CH:30]=[CH:29][CH:28]=[CH:27][CH:26]=3)[CH2:15][NH:14][C:13]2=[O:31])=CC=1.[F:33][C:34]([F:40])([F:39])[CH2:35][CH2:36][CH2:37][NH2:38], predict the reaction product. The product is: [O:31]=[C:13]1[C@H:12]([CH2:11][C:10]([NH:38][CH2:37][CH2:36][CH2:35][C:34]([F:40])([F:39])[F:33])=[O:32])[CH2:23][CH:22]=[CH:21][CH2:20][CH2:19][C:18](=[O:24])[O:17][C@H:16]([C:25]2[CH:26]=[CH:27][CH:28]=[CH:29][CH:30]=2)[CH2:15][NH:14]1. (6) Given the reactants [I:1][C:2]1[CH:11]=[CH:10][CH:9]=[C:8]2[C:3]=1[CH:4]1[CH2:12][CH:7]2C=C1.C[N+]1([O-])[CH2:19][CH2:18][O:17]CC1.[O-:21][Si]([O-])=O.[Mg+2].OS([O-])=O.[Na+], predict the reaction product. The product is: [I:1][C:2]1[CH:11]=[CH:10][CH:9]=[C:8]2[C:3]=1[CH:4]1[CH2:12][CH:7]2[CH:19]([OH:21])[CH:18]1[OH:17].